Task: Regression. Given a peptide amino acid sequence and an MHC pseudo amino acid sequence, predict their binding affinity value. This is MHC class II binding data.. Dataset: Peptide-MHC class II binding affinity with 134,281 pairs from IEDB (1) The peptide sequence is WLDAKSTWYGKPTGA. The MHC is DRB1_1001 with pseudo-sequence DRB1_1001. The binding affinity (normalized) is 0.131. (2) The peptide sequence is NEIKHDVQVALAKMA. The MHC is DRB1_0101 with pseudo-sequence DRB1_0101. The binding affinity (normalized) is 0.832. (3) The peptide sequence is PEGLLWLLLTGKVPT. The MHC is HLA-DPA10301-DPB10402 with pseudo-sequence HLA-DPA10301-DPB10402. The binding affinity (normalized) is 0.669. (4) The peptide sequence is KYNLNRAMMLDDLTM. The MHC is H-2-IAb with pseudo-sequence H-2-IAb. The binding affinity (normalized) is 0.210. (5) The peptide sequence is QKYVNNTATLLMTSL. The MHC is HLA-DQA10501-DQB10201 with pseudo-sequence HLA-DQA10501-DQB10201. The binding affinity (normalized) is 0.239. (6) The MHC is HLA-DQA10501-DQB10201 with pseudo-sequence HLA-DQA10501-DQB10201. The peptide sequence is AGILDGDNLFPKV. The binding affinity (normalized) is 0.233. (7) The peptide sequence is ATVATAPEVKYTVFE. The MHC is HLA-DQA10101-DQB10501 with pseudo-sequence HLA-DQA10101-DQB10501. The binding affinity (normalized) is 0.